Dataset: Full USPTO retrosynthesis dataset with 1.9M reactions from patents (1976-2016). Task: Predict the reactants needed to synthesize the given product. Given the product [Cl:1][C:2]1[CH:3]=[C:4]([C:9]2[N:13]([CH3:14])[N:12]=[C:11]([C:15](=[N:20][NH:19][C:21]([NH:23][C:24]3[CH:32]=[CH:31][C:27]([C:28]([OH:30])=[O:29])=[CH:26][CH:25]=3)=[S:22])[CH3:16])[C:10]=2[OH:18])[CH:5]=[CH:6][C:7]=1[Cl:8], predict the reactants needed to synthesize it. The reactants are: [Cl:1][C:2]1[CH:3]=[C:4]([C:9]2[N:13]([CH3:14])[N:12]=[C:11]([C:15](=O)[CH3:16])[C:10]=2[OH:18])[CH:5]=[CH:6][C:7]=1[Cl:8].[NH:19]([C:21]([NH:23][C:24]1[CH:32]=[CH:31][C:27]([C:28]([OH:30])=[O:29])=[CH:26][CH:25]=1)=[S:22])[NH2:20].CN(C)C=O.